Dataset: Full USPTO retrosynthesis dataset with 1.9M reactions from patents (1976-2016). Task: Predict the reactants needed to synthesize the given product. Given the product [C:1]([CH2:4][CH2:5][NH:6][C:7]1[CH:12]=[CH:11][C:10]([C:13](=[N:28][OH:29])[CH2:14][O:15][C:16]2[CH:27]=[CH:26][C:19]([C:20]([OH:22])=[O:21])=[CH:18][CH:17]=2)=[CH:9][C:8]=1[C:30]([CH3:33])([CH3:32])[CH3:31])(=[O:3])[CH3:2], predict the reactants needed to synthesize it. The reactants are: [C:1]([CH2:4][CH2:5][NH:6][C:7]1[CH:12]=[CH:11][C:10]([C:13](=[N:28][OH:29])[CH2:14][O:15][C:16]2[CH:27]=[CH:26][C:19]([C:20]([O:22]CC=C)=[O:21])=[CH:18][CH:17]=2)=[CH:9][C:8]=1[C:30]([CH3:33])([CH3:32])[CH3:31])(=[O:3])[CH3:2].N1CCOCC1.